Dataset: Full USPTO retrosynthesis dataset with 1.9M reactions from patents (1976-2016). Task: Predict the reactants needed to synthesize the given product. (1) The reactants are: [C@@H:1]12[CH2:6][C@@H:5]1[CH2:4][NH:3][C@@H:2]2[CH2:7][NH:8][C:9]([C:11]1[N:18]2[C:14]([S:15][CH:16]=[CH:17]2)=[N:13][C:12]=1[CH3:19])=[O:10].[CH2:20]([C:22]1[CH:27]=[CH:26][C:25]([C:28]2[S:32][C:31]([CH3:33])=[N:30][C:29]=2[C:34](O)=[O:35])=[CH:24][CH:23]=1)[CH3:21]. Given the product [CH2:20]([C:22]1[CH:23]=[CH:24][C:25]([C:28]2[S:32][C:31]([CH3:33])=[N:30][C:29]=2[C:34]([N:3]2[CH2:4][C@@H:5]3[C@@H:1]([CH2:6]3)[C@H:2]2[CH2:7][NH:8][C:9]([C:11]2[N:18]3[C:14]([S:15][CH:16]=[CH:17]3)=[N:13][C:12]=2[CH3:19])=[O:10])=[O:35])=[CH:26][CH:27]=1)[CH3:21], predict the reactants needed to synthesize it. (2) Given the product [NH:1]1[C:5]2=[N:6][C:7]([CH2:10][CH2:11][C:12]3[CH:13]=[C:14]([CH:17]=[C:18]([CH2:20][CH2:21][C:22]4[CH:27]=[C:26]([CH3:28])[CH:25]=[C:24]([NH2:29])[N:23]=4)[CH:19]=3)[C:15]#[N:16])=[CH:8][CH:9]=[C:4]2[CH:3]=[CH:2]1, predict the reactants needed to synthesize it. The reactants are: [NH:1]1[C:5]2=[N:6][C:7]([C:10]#[C:11][C:12]3[CH:13]=[C:14]([CH:17]=[C:18]([CH2:20][CH2:21][C:22]4[CH:27]=[C:26]([CH3:28])[CH:25]=[C:24]([N:29]5C(C)=CC=C5C)[N:23]=4)[CH:19]=3)[C:15]#[N:16])=[CH:8][CH:9]=[C:4]2[CH:3]=[CH:2]1.Cl.NO.O.